Task: Predict the product of the given reaction.. Dataset: Forward reaction prediction with 1.9M reactions from USPTO patents (1976-2016) (1) Given the reactants [CH:1]([C:4]1[CH:5]=[C:6]([CH3:9])[CH2:7][CH:8]=1)([CH3:3])[CH3:2].[OH-].[Na+].[CH3:12][C:13]([CH3:15])=O.OP(O)(O)=O, predict the reaction product. The product is: [CH3:9][C:6]1[C:7](=[C:13]([CH3:15])[CH3:12])[CH:8]=[C:4]([CH:1]([CH3:3])[CH3:2])[CH:5]=1. (2) Given the reactants [Br:1][C:2]1[CH:6]=[CH:5][NH:4][C:3]=1[C:7]([OH:9])=O.CN(C(ON1N=NC2C=CC=NC1=2)=[N+](C)C)C.F[P-](F)(F)(F)(F)F.CCN(C(C)C)C(C)C.[NH2:43][CH2:44][C:45]1[C:46]([F:62])=[C:47]([O:52][C:53]2[CH:54]=[C:55]([CH:58]=[C:59]([Cl:61])[CH:60]=2)[C:56]#[N:57])[C:48]([Cl:51])=[CH:49][CH:50]=1, predict the reaction product. The product is: [Br:1][C:2]1[CH:6]=[CH:5][NH:4][C:3]=1[C:7]([NH:43][CH2:44][C:45]1[CH:50]=[CH:49][C:48]([Cl:51])=[C:47]([O:52][C:53]2[CH:54]=[C:55]([C:56]#[N:57])[CH:58]=[C:59]([Cl:61])[CH:60]=2)[C:46]=1[F:62])=[O:9]. (3) Given the reactants [CH3:1][O:2][C:3]1[CH:8]=[CH:7][C:6]([NH:9]C(=O)C(C)(C)C)=[C:5]([CH3:16])[C:4]=1[C:17]([F:20])([F:19])[F:18].[OH-].[K+].[OH-].[Na+], predict the reaction product. The product is: [CH3:1][O:2][C:3]1[CH:8]=[CH:7][C:6]([NH2:9])=[C:5]([CH3:16])[C:4]=1[C:17]([F:18])([F:20])[F:19]. (4) Given the reactants [NH2:1][C:2]1[N:7]=[CH:6][C:5]([C:8]2[N:9]=[C:10]([N:27]3[CH2:32][CH2:31][O:30][CH2:29][CH2:28]3)[C:11]3[S:16][C:15]([C:17]4[CH:18]=[N:19][CH:20]=[C:21]([CH:25]=4)[C:22](O)=[O:23])=[C:14]([CH3:26])[C:12]=3[N:13]=2)=[CH:4][N:3]=1.[CH3:33][N:34]1[CH2:39][CH2:38][NH:37][CH2:36][CH2:35]1, predict the reaction product. The product is: [NH2:1][C:2]1[N:7]=[CH:6][C:5]([C:8]2[N:9]=[C:10]([N:27]3[CH2:28][CH2:29][O:30][CH2:31][CH2:32]3)[C:11]3[S:16][C:15]([C:17]4[CH:25]=[C:21]([C:22]([N:37]5[CH2:38][CH2:39][N:34]([CH3:33])[CH2:35][CH2:36]5)=[O:23])[CH:20]=[N:19][CH:18]=4)=[C:14]([CH3:26])[C:12]=3[N:13]=2)=[CH:4][N:3]=1. (5) Given the reactants [C:1]([C:3]1([C:23]2[CH:28]=[CH:27][CH:26]=[CH:25][CH:24]=2)[CH2:8][CH2:7][N:6]([CH2:9][CH2:10][CH2:11]C2C=CC=C3C(NC(=O)C=23)=O)[CH2:5][CH2:4]1)#[N:2].[NH2:29]N, predict the reaction product. The product is: [C:1]([C:3]1([C:23]2[CH:28]=[CH:27][CH:26]=[CH:25][CH:24]=2)[CH2:8][CH2:7][N:6]([CH2:9][CH2:10][CH2:11][NH2:29])[CH2:5][CH2:4]1)#[N:2]. (6) Given the reactants C[O:2][C:3]([C:5]1[CH:13]=[C:12]2[C:8]([C:9]([CH:40]3[CH2:45][CH2:44][CH2:43][CH2:42][CH2:41]3)=[C:10]([C:23]3[CH:24]=[C:25]4[C:30](=[CH:31][CH:32]=3)[N:29]=[C:28]([C:33]3[S:37][C:36]([CH3:38])=[N:35][C:34]=3[CH3:39])[CH:27]=[CH:26]4)[N:11]2[CH2:14][C:15]([N:17]2[CH2:22][CH2:21][O:20][CH2:19][CH2:18]2)=[O:16])=[CH:7][CH:6]=1)=[O:4].O1CCOCC1, predict the reaction product. The product is: [CH:40]1([C:9]2[C:8]3[C:12](=[CH:13][C:5]([C:3]([OH:4])=[O:2])=[CH:6][CH:7]=3)[N:11]([CH2:14][C:15]([N:17]3[CH2:22][CH2:21][O:20][CH2:19][CH2:18]3)=[O:16])[C:10]=2[C:23]2[CH:24]=[C:25]3[C:30](=[CH:31][CH:32]=2)[N:29]=[C:28]([C:33]2[S:37][C:36]([CH3:38])=[N:35][C:34]=2[CH3:39])[CH:27]=[CH:26]3)[CH2:45][CH2:44][CH2:43][CH2:42][CH2:41]1. (7) Given the reactants CCCCC1C(=O)N(C2C=CC=CC=2)N(C2C=CC=CC=2)C1=O.OC([CH:27]([C:29]1[CH:38]=[CH:37][C:32](CC(C)C)=[CH:31][CH:30]=1)C)=O.[C:39]([OH:48])(=[O:47])[CH2:40][CH2:41][CH2:42][CH2:43][CH2:44][CH2:45][CH3:46].CC(OC1C=CC=CC=1C(O)=O)=O.N[C@H](C(O)=O)CC1C2C(=CC=CC=2)NC=1, predict the reaction product. The product is: [CH:37]1[CH:38]=[C:29]2[CH:27]=[C:46]3[C:41](=[C:40]([C:39]([OH:48])=[O:47])[C:30]2=[CH:31][CH:32]=1)[CH:42]=[CH:43][CH:44]=[CH:45]3. (8) Given the reactants [C:1]([C:4]1[CH:5]=[C:6]([N:10]2[CH2:14][CH2:13][CH2:12][C:11]2=[O:15])[CH:7]=[CH:8][CH:9]=1)(=[O:3])[CH3:2].[Se](=O)=[O:17], predict the reaction product. The product is: [O:3]=[C:1]([C:4]1[CH:9]=[CH:8][CH:7]=[C:6]([N:10]2[CH2:14][CH2:13][CH2:12][C:11]2=[O:15])[CH:5]=1)[CH:2]=[O:17]. (9) Given the reactants [N+:1]([C:4]1[CH:9]=[CH:8][C:7]([OH:10])=[CH:6][C:5]=1[C:11]([F:14])([F:13])[F:12])([O-:3])=[O:2].C(=O)([O-])[O-].[K+].[K+].Br[CH2:22][C:23]([O:25]CC)=[O:24], predict the reaction product. The product is: [N+:1]([C:4]1[CH:9]=[CH:8][C:7]([O:10][CH2:22][C:23]([OH:25])=[O:24])=[CH:6][C:5]=1[C:11]([F:12])([F:13])[F:14])([O-:3])=[O:2]. (10) Given the reactants [Br:1][C:2]1[C:10]2[N:9]=[C:8]([CH2:11][F:12])[NH:7][C:6]=2[CH:5]=[C:4]([N+:13]([O-:15])=[O:14])[CH:3]=1.Br[CH2:17][C:18]1[CH:23]=[CH:22][CH:21]=[C:20]([C:24]([F:27])([F:26])[F:25])[C:19]=1[CH3:28].C(=O)([O-])[O-].[K+].[K+].O, predict the reaction product. The product is: [Br:1][C:2]1[C:10]2[N:9]=[C:8]([CH2:11][F:12])[N:7]([CH2:17][C:18]3[CH:23]=[CH:22][CH:21]=[C:20]([C:24]([F:25])([F:26])[F:27])[C:19]=3[CH3:28])[C:6]=2[CH:5]=[C:4]([N+:13]([O-:15])=[O:14])[CH:3]=1.